From a dataset of Forward reaction prediction with 1.9M reactions from USPTO patents (1976-2016). Predict the product of the given reaction. (1) Given the reactants Cl.[Br:2][C:3]1[CH:19]=[CH:18][C:6]([O:7][CH:8]2[CH2:17][CH2:16][C:11]3(OCC[O:12]3)[CH2:10][CH2:9]2)=[CH:5][CH:4]=1.C(=O)(O)[O-].[Na+], predict the reaction product. The product is: [Br:2][C:3]1[CH:4]=[CH:5][C:6]([O:7][CH:8]2[CH2:9][CH2:10][C:11](=[O:12])[CH2:16][CH2:17]2)=[CH:18][CH:19]=1. (2) The product is: [CH2:23]([C:30]1[O:31][C:32]2[CH:52]=[CH:51][CH:50]=[CH:49][C:33]=2[C:34]=1[C:35]1[CH:36]=[CH:37][C:38]([B:10]2[O:11][C:12]([CH3:17])([CH3:18])[C:13]([CH3:15])([CH3:16])[O:14]2)=[CH:39][CH:40]=1)[C:24]1[CH:25]=[CH:26][CH:27]=[CH:28][CH:29]=1. Given the reactants [B:10]1([B:10]2[O:14][C:13]([CH3:16])([CH3:15])[C:12]([CH3:18])([CH3:17])[O:11]2)[O:14][C:13]([CH3:16])([CH3:15])[C:12]([CH3:18])([CH3:17])[O:11]1.CS(C)=O.[CH2:23]([C:30]1[O:31][C:32]2[CH:52]=[CH:51][CH:50]=[CH:49][C:33]=2[C:34]=1[C:35]1[CH:40]=[CH:39][C:38](OS(C(F)(F)F)(=O)=O)=[CH:37][CH:36]=1)[C:24]1[CH:29]=[CH:28][CH:27]=[CH:26][CH:25]=1.C([O-])(=O)C.[K+], predict the reaction product.